Dataset: Merck oncology drug combination screen with 23,052 pairs across 39 cell lines. Task: Regression. Given two drug SMILES strings and cell line genomic features, predict the synergy score measuring deviation from expected non-interaction effect. (1) Drug 1: CN1C(=O)C=CC2(C)C3CCC4(C)C(NC(=O)OCC(F)(F)F)CCC4C3CCC12. Drug 2: CNC(=O)c1cc(Oc2ccc(NC(=O)Nc3ccc(Cl)c(C(F)(F)F)c3)cc2)ccn1. Cell line: KPL1. Synergy scores: synergy=1.26. (2) Drug 1: NC1CCCCC1N.O=C(O)C(=O)O.[Pt+2]. Drug 2: CNC(=O)c1cc(Oc2ccc(NC(=O)Nc3ccc(Cl)c(C(F)(F)F)c3)cc2)ccn1. Cell line: ES2. Synergy scores: synergy=-10.4.